This data is from NCI-60 drug combinations with 297,098 pairs across 59 cell lines. The task is: Regression. Given two drug SMILES strings and cell line genomic features, predict the synergy score measuring deviation from expected non-interaction effect. (1) Drug 1: CCC1(CC2CC(C3=C(CCN(C2)C1)C4=CC=CC=C4N3)(C5=C(C=C6C(=C5)C78CCN9C7C(C=CC9)(C(C(C8N6C=O)(C(=O)OC)O)OC(=O)C)CC)OC)C(=O)OC)O.OS(=O)(=O)O. Drug 2: CCC1(C2=C(COC1=O)C(=O)N3CC4=CC5=C(C=CC(=C5CN(C)C)O)N=C4C3=C2)O.Cl. Cell line: NCIH23. Synergy scores: CSS=25.2, Synergy_ZIP=-6.54, Synergy_Bliss=-1.80, Synergy_Loewe=-3.26, Synergy_HSA=-1.35. (2) Drug 2: CC1=C(C(=CC=C1)Cl)NC(=O)C2=CN=C(S2)NC3=CC(=NC(=N3)C)N4CCN(CC4)CCO. Cell line: UO-31. Drug 1: CC12CCC(CC1=CCC3C2CCC4(C3CC=C4C5=CN=CC=C5)C)O. Synergy scores: CSS=31.9, Synergy_ZIP=-0.395, Synergy_Bliss=7.67, Synergy_Loewe=2.88, Synergy_HSA=9.84. (3) Drug 1: CC1C(C(CC(O1)OC2CC(CC3=C2C(=C4C(=C3O)C(=O)C5=C(C4=O)C(=CC=C5)OC)O)(C(=O)C)O)N)O.Cl. Drug 2: CC1CCC2CC(C(=CC=CC=CC(CC(C(=O)C(C(C(=CC(C(=O)CC(OC(=O)C3CCCCN3C(=O)C(=O)C1(O2)O)C(C)CC4CCC(C(C4)OC)OCCO)C)C)O)OC)C)C)C)OC. Cell line: OVCAR-4. Synergy scores: CSS=24.3, Synergy_ZIP=0.333, Synergy_Bliss=0.586, Synergy_Loewe=-2.69, Synergy_HSA=3.55. (4) Drug 1: CC(C)CN1C=NC2=C1C3=CC=CC=C3N=C2N. Drug 2: CC1CCCC2(C(O2)CC(NC(=O)CC(C(C(=O)C(C1O)C)(C)C)O)C(=CC3=CSC(=N3)C)C)C. Cell line: SNB-19. Synergy scores: CSS=47.2, Synergy_ZIP=5.65, Synergy_Bliss=4.46, Synergy_Loewe=-10.8, Synergy_HSA=1.45. (5) Drug 1: CC1OCC2C(O1)C(C(C(O2)OC3C4COC(=O)C4C(C5=CC6=C(C=C35)OCO6)C7=CC(=C(C(=C7)OC)O)OC)O)O. Drug 2: C1=NC2=C(N=C(N=C2N1C3C(C(C(O3)CO)O)F)Cl)N. Cell line: SF-295. Synergy scores: CSS=41.7, Synergy_ZIP=-2.23, Synergy_Bliss=-2.39, Synergy_Loewe=-3.75, Synergy_HSA=-1.28. (6) Drug 1: CC1=C2C(C(=O)C3(C(CC4C(C3C(C(C2(C)C)(CC1OC(=O)C(C(C5=CC=CC=C5)NC(=O)OC(C)(C)C)O)O)OC(=O)C6=CC=CC=C6)(CO4)OC(=O)C)O)C)O. Drug 2: C1CCC(C(C1)N)N.C(=O)(C(=O)[O-])[O-].[Pt+4]. Cell line: CAKI-1. Synergy scores: CSS=13.5, Synergy_ZIP=0.874, Synergy_Bliss=-1.84, Synergy_Loewe=-4.64, Synergy_HSA=-4.07. (7) Drug 1: C1=CN(C=N1)CC(O)(P(=O)(O)O)P(=O)(O)O. Drug 2: C1CCC(C(C1)N)N.C(=O)(C(=O)[O-])[O-].[Pt+4]. Cell line: SW-620. Synergy scores: CSS=31.2, Synergy_ZIP=1.52, Synergy_Bliss=0.220, Synergy_Loewe=-8.25, Synergy_HSA=0.283. (8) Drug 1: C1C(C(OC1N2C=NC3=C(N=C(N=C32)Cl)N)CO)O. Drug 2: CC1C(C(CC(O1)OC2CC(CC3=C2C(=C4C(=C3O)C(=O)C5=C(C4=O)C(=CC=C5)OC)O)(C(=O)CO)O)N)O.Cl. Cell line: HCT116. Synergy scores: CSS=41.3, Synergy_ZIP=-7.36, Synergy_Bliss=-8.59, Synergy_Loewe=-10.8, Synergy_HSA=-6.68. (9) Drug 1: CC1OCC2C(O1)C(C(C(O2)OC3C4COC(=O)C4C(C5=CC6=C(C=C35)OCO6)C7=CC(=C(C(=C7)OC)O)OC)O)O. Drug 2: CC(C)(C1=NC(=CC=C1)N2C3=NC(=NC=C3C(=O)N2CC=C)NC4=CC=C(C=C4)N5CCN(CC5)C)O. Cell line: HCT116. Synergy scores: CSS=60.7, Synergy_ZIP=7.11, Synergy_Bliss=7.05, Synergy_Loewe=4.68, Synergy_HSA=10.1. (10) Drug 1: CC1=C2C(C(=O)C3(C(CC4C(C3C(C(C2(C)C)(CC1OC(=O)C(C(C5=CC=CC=C5)NC(=O)OC(C)(C)C)O)O)OC(=O)C6=CC=CC=C6)(CO4)OC(=O)C)OC)C)OC. Cell line: 786-0. Drug 2: CC12CCC(CC1=CCC3C2CCC4(C3CC=C4C5=CN=CC=C5)C)O. Synergy scores: CSS=55.2, Synergy_ZIP=4.44, Synergy_Bliss=3.17, Synergy_Loewe=-5.82, Synergy_HSA=4.90.